From a dataset of Full USPTO retrosynthesis dataset with 1.9M reactions from patents (1976-2016). Predict the reactants needed to synthesize the given product. (1) Given the product [Br:17][C:18]1[CH:23]=[CH:22][C:21]([C:24]([OH:29])([C:25]([F:27])([F:28])[F:26])[C:2]([CH3:4])([CH3:3])[C:1]([O:6][CH2:7][CH3:8])=[O:5])=[CH:20][CH:19]=1, predict the reactants needed to synthesize it. The reactants are: [C:1]([O:6][CH2:7][CH3:8])(=[O:5])[CH:2]([CH3:4])[CH3:3].C([N-]C(C)C)(C)C.[Li+].[Br:17][C:18]1[CH:23]=[CH:22][C:21]([C:24](=[O:29])[C:25]([F:28])([F:27])[F:26])=[CH:20][CH:19]=1. (2) Given the product [CH3:32][O:31][C:30]1[C:15]2[C:14]([N:11]3[CH2:12][CH2:13][NH:8][CH2:9][CH2:10]3)=[N:19][C:18]([C:20]3[CH:25]=[CH:24][N:23]=[C:22]([NH:47][C:35]4[CH:36]=[CH:37][C:38]([N:40]5[CH2:41][CH2:42][N:43]([CH3:46])[CH2:44][CH2:45]5)=[CH:39][C:34]=4[CH3:33])[CH:21]=3)=[N:17][C:16]=2[CH:27]=[N:28][CH:29]=1, predict the reactants needed to synthesize it. The reactants are: C(OC([N:8]1[CH2:13][CH2:12][N:11]([C:14]2[C:15]3[C:30]([O:31][CH3:32])=[CH:29][N:28]=[CH:27][C:16]=3[N:17]=[C:18]([C:20]3[CH:25]=[CH:24][N:23]=[C:22](Cl)[CH:21]=3)[N:19]=2)[CH2:10][CH2:9]1)=O)(C)(C)C.[CH3:33][C:34]1[CH:39]=[C:38]([N:40]2[CH2:45][CH2:44][N:43]([CH3:46])[CH2:42][CH2:41]2)[CH:37]=[CH:36][C:35]=1[NH2:47]. (3) Given the product [F:1][C:2]1[CH:3]=[C:4]([CH:10]2[C:18]3[NH:22][C:16](=[O:17])[NH:15][C:14](=[O:20])[C:13]=3[CH2:12][CH2:11]2)[CH:5]=[C:6]([F:9])[C:7]=1[F:8], predict the reactants needed to synthesize it. The reactants are: [F:1][C:2]1[CH:3]=[C:4]([CH:10]2[C:18]3[O:17][C:16](=O)[NH:15][C:14](=[O:20])[C:13]=3[CH2:12][CH2:11]2)[CH:5]=[C:6]([F:9])[C:7]=1[F:8].[OH-].[NH4+:22]. (4) Given the product [C:11]([O:14][CH2:15][CH2:16][O:17][C:18]1[CH:23]=[CH:22][C:21]([C:7](=[O:8])[CH:6]([CH3:10])[CH3:5])=[CH:20][CH:19]=1)(=[O:13])[CH3:12], predict the reactants needed to synthesize it. The reactants are: [Cl-].[Cl-].[Cl-].[Al+3].[CH3:5][CH:6]([CH3:10])[C:7](Cl)=[O:8].[C:11]([O:14][CH2:15][CH2:16][O:17][C:18]1[CH:23]=[CH:22][CH:21]=[CH:20][CH:19]=1)(=[O:13])[CH3:12].Cl.